Dataset: Full USPTO retrosynthesis dataset with 1.9M reactions from patents (1976-2016). Task: Predict the reactants needed to synthesize the given product. Given the product [OH:35][C:29]1([CH2:28][C:27]([OH:36])=[O:26])[CH2:30][CH2:31][O:32][CH2:33][CH2:34]1, predict the reactants needed to synthesize it. The reactants are: C(OCC)(=O)C.C[Si](C)(C)[N-][Si](C)(C)C.[Li+].O1CCC(=O)CC1.C([O:26][C:27](=[O:36])[CH2:28][C:29]1([OH:35])[CH2:34][CH2:33][O:32][CH2:31][CH2:30]1)C.[OH-].[Li+].